From a dataset of Full USPTO retrosynthesis dataset with 1.9M reactions from patents (1976-2016). Predict the reactants needed to synthesize the given product. Given the product [CH3:55][O:54][N:53]([CH3:52])[C:10](=[O:11])[C:9]1[CH:13]=[CH:14][C:6]([N:1]2[CH:5]=[N:4][N:3]=[N:2]2)=[CH:7][CH:8]=1, predict the reactants needed to synthesize it. The reactants are: [N:1]1([C:6]2[CH:14]=[CH:13][C:9]([C:10](O)=[O:11])=[CH:8][CH:7]=2)[CH:5]=[N:4][N:3]=[N:2]1.CCN(C(C)C)C(C)C.F[P-](F)(F)(F)(F)F.N1(O[P+](N(C)C)(N(C)C)N(C)C)C2C=CC=CC=2N=N1.Cl.[CH3:52][NH:53][O:54][CH3:55].